From a dataset of Full USPTO retrosynthesis dataset with 1.9M reactions from patents (1976-2016). Predict the reactants needed to synthesize the given product. (1) Given the product [S:8]1[CH:9]=[CH:10][N:11]=[C:7]1[C:14]([C@H:16]1[CH2:17][N:18]([C@@H:22]([C:24]2[CH:29]=[CH:28][CH:27]=[CH:26][CH:25]=2)[CH3:23])[C:19](=[O:21])[CH2:20]1)=[O:15], predict the reactants needed to synthesize it. The reactants are: C([Li])CCC.Br[C:7]1[S:8][CH:9]=[CH:10][N:11]=1.CN(OC)[C:14]([CH:16]1[CH2:20][C:19](=[O:21])[N:18]([C@@H:22]([C:24]2[CH:29]=[CH:28][CH:27]=[CH:26][CH:25]=2)[CH3:23])[CH2:17]1)=[O:15].Cl. (2) Given the product [O:1]([CH2:2][C@H:3]1[CH2:18][N:7]2[CH2:8][CH2:9][N:10]([C:12]3[N:17]=[CH:16][CH:15]=[CH:14][N:13]=3)[CH2:11][C@@H:6]2[CH2:5][CH2:4]1)[C:19]1[CH:24]=[CH:23][CH:22]=[CH:21][CH:20]=1, predict the reactants needed to synthesize it. The reactants are: [OH:1][CH2:2][C@H:3]1[CH2:18][N:7]2[CH2:8][CH2:9][N:10]([C:12]3[N:17]=[CH:16][CH:15]=[CH:14][N:13]=3)[CH2:11][C@@H:6]2[CH2:5][CH2:4]1.[C:19]1(O)[CH:24]=[CH:23][CH:22]=[CH:21][CH:20]=1.C1(P(C2C=CC=CC=2)C2C=CC=CC=2)C=CC=CC=1.N(C(OCC)=O)=NC(OCC)=O. (3) The reactants are: [NH2:1][C:2]1[C:7]([F:8])=[C:6]([CH:9]=[CH2:10])[N:5]=[C:4]([C:11]([O:13]C)=[O:12])[C:3]=1[O:15][CH3:16].O.[OH-].[Li+]. Given the product [NH2:1][C:2]1[C:7]([F:8])=[C:6]([CH:9]=[CH2:10])[N:5]=[C:4]([C:11]([OH:13])=[O:12])[C:3]=1[O:15][CH3:16], predict the reactants needed to synthesize it. (4) Given the product [Cl:1][C:2]1[S:6][C:5]([C:7]2[O:11][N:10]=[C:9]([CH2:12][N:13]3[C:21]4[C:16](=[C:17]([C:22]#[N:23])[CH:18]=[CH:19][CH:20]=4)[C:15]([C:24]([OH:26])=[O:25])=[N:14]3)[CH:8]=2)=[CH:4][CH:3]=1, predict the reactants needed to synthesize it. The reactants are: [Cl:1][C:2]1[S:6][C:5]([C:7]2[O:11][N:10]=[C:9]([CH2:12][N:13]3[C:21]4[CH:20]=[CH:19][CH:18]=[C:17]([C:22]#[N:23])[C:16]=4[C:15]([CH:24]=[O:25])=[N:14]3)[CH:8]=2)=[CH:4][CH:3]=1.[OH:26]O. (5) Given the product [CH:1]1([C:7]2([CH3:17])[C:12](=[O:13])[N:11]([CH3:14])[C:10](=[O:15])[N:9]([CH2:25][C:26](=[O:27])[C:28]3[CH:33]=[CH:32][CH:31]=[CH:30][CH:29]=3)[C:8]2=[O:16])[CH2:6][CH2:5][CH2:4][CH:3]=[CH:2]1, predict the reactants needed to synthesize it. The reactants are: [CH:1]1([C:7]2([CH3:17])[C:12](=[O:13])[N:11]([CH3:14])[C:10](=[O:15])[NH:9][C:8]2=[O:16])[CH2:6][CH2:5][CH2:4][CH:3]=[CH:2]1.C([O-])([O-])=O.[K+].[K+].Br[CH2:25][C:26]([C:28]1[CH:33]=[CH:32][CH:31]=[CH:30][CH:29]=1)=[O:27]. (6) Given the product [CH3:17][C@@H:12]1[N:11]([C:4]2[C:5]3[S:10][CH:9]=[CH:8][C:6]=3[N:7]=[C:2]([C:22]3[CH:21]=[N:20][C:19]([NH2:18])=[N:24][CH:23]=3)[N:3]=2)[CH2:16][CH2:15][O:14][CH2:13]1, predict the reactants needed to synthesize it. The reactants are: Cl[C:2]1[N:3]=[C:4]([N:11]2[CH2:16][CH2:15][O:14][CH2:13][C@@H:12]2[CH3:17])[C:5]2[S:10][CH:9]=[CH:8][C:6]=2[N:7]=1.[NH2:18][C:19]1[N:24]=[CH:23][C:22](B2OC(C)(C)C(C)(C)O2)=[CH:21][N:20]=1.CC#N.CC([O-])=O.[K+]. (7) Given the product [F:16][C:7]([C:12]([F:15])([F:14])[F:13])([C:8]([F:11])([F:10])[F:9])[CH2:6][CH:5]([CH2:4][C:3]([F:24])([C:20]([F:23])([F:22])[F:21])[C:2]([F:26])([F:25])[F:1])[CH2:17][CH2:18][SH:32], predict the reactants needed to synthesize it. The reactants are: [F:1][C:2]([F:26])([F:25])[C:3]([F:24])([C:20]([F:23])([F:22])[F:21])[CH2:4][CH:5]([CH2:17][CH2:18]I)[CH2:6][C:7]([F:16])([C:12]([F:15])([F:14])[F:13])[C:8]([F:11])([F:10])[F:9].C(O)C.NC(N)=[S:32].[OH-].[Na+].